This data is from NCI-60 drug combinations with 297,098 pairs across 59 cell lines. The task is: Regression. Given two drug SMILES strings and cell line genomic features, predict the synergy score measuring deviation from expected non-interaction effect. (1) Drug 1: CC=C1C(=O)NC(C(=O)OC2CC(=O)NC(C(=O)NC(CSSCCC=C2)C(=O)N1)C(C)C)C(C)C. Drug 2: CN(C(=O)NC(C=O)C(C(C(CO)O)O)O)N=O. Cell line: DU-145. Synergy scores: CSS=32.5, Synergy_ZIP=1.20, Synergy_Bliss=1.20, Synergy_Loewe=-52.8, Synergy_HSA=-0.182. (2) Drug 1: CC1OCC2C(O1)C(C(C(O2)OC3C4COC(=O)C4C(C5=CC6=C(C=C35)OCO6)C7=CC(=C(C(=C7)OC)O)OC)O)O. Cell line: SN12C. Drug 2: CC1C(C(=O)NC(C(=O)N2CCCC2C(=O)N(CC(=O)N(C(C(=O)O1)C(C)C)C)C)C(C)C)NC(=O)C3=C4C(=C(C=C3)C)OC5=C(C(=O)C(=C(C5=N4)C(=O)NC6C(OC(=O)C(N(C(=O)CN(C(=O)C7CCCN7C(=O)C(NC6=O)C(C)C)C)C)C(C)C)C)N)C. Synergy scores: CSS=29.0, Synergy_ZIP=-4.36, Synergy_Bliss=2.08, Synergy_Loewe=3.17, Synergy_HSA=2.93.